Dataset: Catalyst prediction with 721,799 reactions and 888 catalyst types from USPTO. Task: Predict which catalyst facilitates the given reaction. (1) Reactant: [Br:1][C:2]1[C:3]([O:11][CH2:12][C:13]2[CH:18]=[CH:17][CH:16]=[C:15]([C:19]3[CH:28]=[CH:27][C:22]4[O:23][CH2:24][CH2:25][O:26][C:21]=4[CH:20]=3)[C:14]=2[CH3:29])=[CH:4][C:5]([OH:10])=[C:6]([CH:9]=1)[CH:7]=[O:8].Cl[CH2:31][C:32]1[CH:33]=[N:34][CH:35]=[C:36]([CH:39]=1)[C:37]#[N:38].C(=O)([O-])[O-].[Cs+].[Cs+].O. Product: [Br:1][C:2]1[C:3]([O:11][CH2:12][C:13]2[CH:18]=[CH:17][CH:16]=[C:15]([C:19]3[CH:28]=[CH:27][C:22]4[O:23][CH2:24][CH2:25][O:26][C:21]=4[CH:20]=3)[C:14]=2[CH3:29])=[CH:4][C:5]([O:10][CH2:31][C:32]2[CH:33]=[N:34][CH:35]=[C:36]([CH:39]=2)[C:37]#[N:38])=[C:6]([CH:7]=[O:8])[CH:9]=1. The catalyst class is: 3. (2) Reactant: Br[C:2]1[C:3]([C:24]2[CH:29]=[CH:28][C:27]([Cl:30])=[CH:26][CH:25]=2)=[C:4]2[C:9](=[CH:10][C:11]=1[CH3:12])[CH:8]=[C:7]([O:13][Si:14]([CH:21]([CH3:23])[CH3:22])([CH:18]([CH3:20])[CH3:19])[CH:15]([CH3:17])[CH3:16])[CH:6]=[CH:5]2.[Li]CCCC.[C:36]([O:43][CH2:44][CH3:45])(=[O:42])[C:37]([O:39]CC)=O. Product: [Cl:30][C:27]1[CH:26]=[CH:25][C:24]([C:3]2[C:4]3[C:9](=[CH:8][C:7]([O:13][Si:14]([CH:21]([CH3:23])[CH3:22])([CH:18]([CH3:20])[CH3:19])[CH:15]([CH3:16])[CH3:17])=[CH:6][CH:5]=3)[CH:10]=[C:11]([CH3:12])[C:2]=2[C:37](=[O:39])[C:36]([O:43][CH2:44][CH3:45])=[O:42])=[CH:29][CH:28]=1. The catalyst class is: 1. (3) Reactant: C1(S([N:10]2[C:14]3=[N:15][CH:16]=[C:17]([O:19][CH3:20])[CH:18]=[C:13]3[CH:12]=[C:11]2[C:21]([C:28]2[CH:33]=[CH:32][C:31]([S:34]([CH3:37])(=[O:36])=[O:35])=[CH:30][CH:29]=2)=[CH:22][CH:23]2[CH2:27][CH2:26][CH2:25][CH2:24]2)(=O)=O)C=CC=CC=1.[F-].C([N+](CCCC)(CCCC)CCCC)CCC. Product: [CH:23]1([CH:22]=[C:21]([C:11]2[NH:10][C:14]3=[N:15][CH:16]=[C:17]([O:19][CH3:20])[CH:18]=[C:13]3[CH:12]=2)[C:28]2[CH:33]=[CH:32][C:31]([S:34]([CH3:37])(=[O:36])=[O:35])=[CH:30][CH:29]=2)[CH2:27][CH2:26][CH2:25][CH2:24]1. The catalyst class is: 54. (4) Reactant: [CH3:1][N:2]([CH2:4][C:5]1[CH:12]=[CH:11][C:8]([CH:9]=O)=[CH:7][CH:6]=1)[CH3:3].S([O-])([O-])(=O)=O.[Mg+2].[NH2:19][C:20]1[CH:28]=[C:27]([F:29])[CH:26]=[C:25]2[C:21]=1[CH2:22][O:23][C:24]2=[O:30]. Product: [CH3:1][N:2]([CH2:4][C:5]1[CH:12]=[CH:11][C:8](/[CH:9]=[N:19]/[C:20]2[CH:28]=[C:27]([F:29])[CH:26]=[C:25]3[C:21]=2[CH2:22][O:23][C:24]3=[O:30])=[CH:7][CH:6]=1)[CH3:3]. The catalyst class is: 10. (5) Reactant: [NH:1]1[C:9]2[C:4](=[CH:5][CH:6]=[CH:7][CH:8]=2)[CH:3]=[C:2]1[C:10]([OH:12])=O.C1[CH2:17][O:16]CC1.C(N1C=CN=C1)([N:20]1C=CN=C1)=O.CN.Cl. The catalyst class is: 136. Product: [CH3:17][O:16][C:6]1[CH:5]=[C:4]2[C:9](=[CH:8][CH:7]=1)[NH:1][C:2]([C:10]([NH2:20])=[O:12])=[CH:3]2. (6) Reactant: [CH3:1][C:2]1[C:6]([CH:7]([OH:36])[C:8]2[O:9][C:10]3[CH:16]=[CH:15][C:14]([CH2:17][C:18]([NH:20][CH:21]([C:28]4[CH:33]=[CH:32][C:31]([CH3:34])=[CH:30][C:29]=4[CH3:35])[C:22]4[CH:27]=[CH:26][CH:25]=[CH:24][CH:23]=4)=[O:19])=[CH:13][C:11]=3[CH:12]=2)=[C:5]([CH3:37])[O:4][N:3]=1. Product: [CH3:1][C:2]1[C:6]([C:7]([C:8]2[O:9][C:10]3[CH:16]=[CH:15][C:14]([CH2:17][C:18]([NH:20][CH:21]([C:28]4[CH:33]=[CH:32][C:31]([CH3:34])=[CH:30][C:29]=4[CH3:35])[C:22]4[CH:27]=[CH:26][CH:25]=[CH:24][CH:23]=4)=[O:19])=[CH:13][C:11]=3[CH:12]=2)=[O:36])=[C:5]([CH3:37])[O:4][N:3]=1. The catalyst class is: 177. (7) Reactant: [CH3:1][N:2]([CH3:8])[C@@H:3]1[CH2:7][CH2:6][NH:5][CH2:4]1.F[C:10]1[C:15]([N+:16]([O-:18])=[O:17])=[CH:14][C:13]([NH:19][C:20]2[N:25]=[C:24]([C:26]3[CH:27]=[N:28][N:29]4[CH2:34][CH2:33][CH2:32][CH2:31][C:30]=34)[CH:23]=[CH:22][N:21]=2)=[C:12]([O:35][CH3:36])[CH:11]=1.CCN(C(C)C)C(C)C. Product: [CH3:1][N:2]([CH3:8])[C@@H:3]1[CH2:7][CH2:6][N:5]([C:10]2[C:15]([N+:16]([O-:18])=[O:17])=[CH:14][C:13]([NH:19][C:20]3[N:25]=[C:24]([C:26]4[CH:27]=[N:28][N:29]5[CH2:34][CH2:33][CH2:32][CH2:31][C:30]=45)[CH:23]=[CH:22][N:21]=3)=[C:12]([O:35][CH3:36])[CH:11]=2)[CH2:4]1. The catalyst class is: 44. (8) Reactant: C([O:3][C:4](=O)[CH:5]([C:11]1[CH:16]=[CH:15][C:14]([C:17](=[O:27])[C:18]2[CH:23]=[CH:22][CH:21]=[C:20]([N+:24]([O-])=O)[CH:19]=2)=[CH:13][C:12]=1[N+:28]([O-])=O)C(OCC)=O)C.Cl. Product: [NH2:24][C:20]1[CH:19]=[C:18]([CH:23]=[CH:22][CH:21]=1)[C:17]([C:14]1[CH:13]=[C:12]2[C:11]([CH2:5][C:4](=[O:3])[NH:28]2)=[CH:16][CH:15]=1)=[O:27]. The catalyst class is: 14.